This data is from Forward reaction prediction with 1.9M reactions from USPTO patents (1976-2016). The task is: Predict the product of the given reaction. Given the reactants [O:1]=[C:2]1[C:11]2[C:6](=[CH:7][CH:8]=[CH:9][CH:10]=2)[C:5]([C:12]([O:14]C)=[O:13])=[CH:4][NH:3]1.[H][H].O=C1C2C(=CC=CC=2)C(C(OC)=O)CN1.[OH-].[Na+], predict the reaction product. The product is: [O:1]=[C:2]1[C:11]2[C:6](=[CH:7][CH:8]=[CH:9][CH:10]=2)[C:5]([C:12]([OH:14])=[O:13])=[CH:4][NH:3]1.